From a dataset of Catalyst prediction with 721,799 reactions and 888 catalyst types from USPTO. Predict which catalyst facilitates the given reaction. (1) Reactant: [Cl:1][C:2]1[N:3]=[C:4]([C:9]([NH:11][C@H:12]2[CH2:17][CH2:16][N:15]([C:18]3[S:19][C:20]4[C:26]([C:27]([O:29]CC)=[O:28])=[CH:25][CH:24]=[CH:23][C:21]=4[N:22]=3)[CH2:14][C@H:13]2[O:32][CH:33]([CH3:35])[CH3:34])=[O:10])[NH:5][C:6]=1[CH2:7][CH3:8].O.[OH-].[Li+].O. Product: [Cl:1][C:2]1[N:3]=[C:4]([C:9]([NH:11][C@H:12]2[CH2:17][CH2:16][N:15]([C:18]3[S:19][C:20]4[C:26]([C:27]([OH:29])=[O:28])=[CH:25][CH:24]=[CH:23][C:21]=4[N:22]=3)[CH2:14][C@H:13]2[O:32][CH:33]([CH3:34])[CH3:35])=[O:10])[NH:5][C:6]=1[CH2:7][CH3:8]. The catalyst class is: 7. (2) Reactant: [NH2:1][C:2]1[CH:3]=[CH:4][CH:5]=[C:6]2[C:10]=1[C:9](=[O:11])[N:8]([CH:12]([C:18]1[CH:23]=[CH:22][C:21]([O:24][CH3:25])=[C:20]([O:26][CH2:27][CH3:28])[CH:19]=1)[CH2:13][S:14]([CH3:17])(=[O:16])=[O:15])[CH2:7]2.[CH:29]1([CH:32]=O)[CH2:31][CH2:30]1.C(O)(=O)C.C(O[BH-](OC(=O)C)OC(=O)C)(=O)C.[Na+]. Product: [CH:29]1([CH2:32][NH:1][C:2]2[CH:3]=[CH:4][CH:5]=[C:6]3[C:10]=2[C:9](=[O:11])[N:8]([C@@H:12]([C:18]2[CH:23]=[CH:22][C:21]([O:24][CH3:25])=[C:20]([O:26][CH2:27][CH3:28])[CH:19]=2)[CH2:13][S:14]([CH3:17])(=[O:15])=[O:16])[CH2:7]3)[CH2:31][CH2:30]1. The catalyst class is: 26. (3) Reactant: [F:1][C:2]1[CH:7]=[CH:6][C:5]([CH2:8][CH2:9][C:10]2[CH:18]=[CH:17][CH:16]=[CH:15][C:11]=2[C:12]([OH:14])=O)=[CH:4][CH:3]=1.C(Cl)(=O)C(Cl)=O.[Cl-].[Al+3].[Cl-].[Cl-]. Product: [F:1][C:2]1[CH:3]=[CH:4][C:5]2[CH2:8][CH2:9][C:10]3[CH:18]=[CH:17][CH:16]=[CH:15][C:11]=3[C:12](=[O:14])[C:6]=2[CH:7]=1. The catalyst class is: 2. (4) Reactant: [CH3:1][O:2][C:3]([CH:5]1[CH2:10][CH2:9][CH2:8][CH:7](OC)[N:6]1[C:13]([O:15][C:16]([CH3:19])([CH3:18])[CH3:17])=[O:14])=[O:4].[CH2:20]([Si](C)(C)C)[CH:21]=[CH2:22].B(F)(F)F.CCOCC.O. Product: [CH3:1][O:2][C:3]([CH:5]1[CH2:10][CH2:9][CH2:8][CH:7]([CH2:22][CH:21]=[CH2:20])[N:6]1[C:13]([O:15][C:16]([CH3:17])([CH3:18])[CH3:19])=[O:14])=[O:4]. The catalyst class is: 2. (5) Reactant: C(=O)([O-])[O-].[K+].[K+].Cl[CH2:8][C:9]([CH3:11])=[CH2:10].[Br:12][C:13]1[CH:18]=[C:17]([F:19])[CH:16]=[CH:15][C:14]=1[OH:20]. Product: [Br:12][C:13]1[CH:18]=[C:17]([F:19])[CH:16]=[CH:15][C:14]=1[O:20][CH2:8][C:9]([CH3:11])=[CH2:10]. The catalyst class is: 3. (6) Reactant: [NH:1]1[C:5]2=[N:6][CH:7]=[CH:8][CH:9]=[C:4]2[C:3]([CH:10]=[C:11]2[O:15][C:14]([NH:16][C:17]3[CH:22]=[CH:21][CH:20]=[CH:19][C:18]=3[Cl:23])=[C:13](C(OCC)=O)[C:12]2=[O:29])=[CH:2]1. Product: [NH:1]1[C:5]2=[N:6][CH:7]=[CH:8][CH:9]=[C:4]2[C:3]([CH:10]=[C:11]2[C:12](=[O:29])[CH:13]=[C:14]([NH:16][C:17]3[CH:22]=[CH:21][CH:20]=[CH:19][C:18]=3[Cl:23])[O:15]2)=[CH:2]1. The catalyst class is: 9.